This data is from Full USPTO retrosynthesis dataset with 1.9M reactions from patents (1976-2016). The task is: Predict the reactants needed to synthesize the given product. (1) The reactants are: [CH2:1]([C:3]1[CH:8]=[CH:7][C:6]([C:9]2[CH:14]=[C:13]([C:15]([F:18])([F:17])[F:16])[N:12]3[N:19]=[CH:20][C:21]([C:22]([O:24][CH2:25][CH3:26])=[O:23])=[C:11]3[N:10]=2)=[CH:5][CH:4]=1)[CH3:2].[BH4-].[Na+]. Given the product [CH2:1]([C:3]1[CH:8]=[CH:7][C:6]([C@H:9]2[CH2:14][C@@H:13]([C:15]([F:18])([F:16])[F:17])[N:12]3[N:19]=[CH:20][C:21]([C:22]([O:24][CH2:25][CH3:26])=[O:23])=[C:11]3[NH:10]2)=[CH:5][CH:4]=1)[CH3:2], predict the reactants needed to synthesize it. (2) Given the product [CH3:9][O:8][C:6](=[O:7])[C:5]1[CH:4]=[CH:3][C:2]([C:1](=[O:13])[CH2:15][C:16](=[O:17])[CH3:18])=[CH:11][CH:10]=1, predict the reactants needed to synthesize it. The reactants are: [C:1]([O:13]C)(=O)[C:2]1[CH:11]=[CH:10][C:5]([C:6]([O:8][CH3:9])=[O:7])=[CH:4][CH:3]=1.[CH3:15][C:16]([CH3:18])=[O:17].[H-].[Na+].Cl. (3) Given the product [C:11]([O:10][C:8]([NH:7][C@H:1]1[CH2:2][CH2:3][CH2:4][C@@H:5]([OH:6])[CH:15]=[CH:16]1)=[O:9])([CH3:14])([CH3:12])[CH3:13], predict the reactants needed to synthesize it. The reactants are: [CH:1]12[CH:16]=[CH:15][CH:5]([O:6][N:7]1[C:8]([O:10][C:11]([CH3:14])([CH3:13])[CH3:12])=[O:9])[CH2:4][CH2:3][CH2:2]2. (4) Given the product [Cl:12][C:11]1[C:2]2[N:1]=[C:19]([NH:18][C:21]3[C:22]([CH3:29])=[N:23][C:24]([O:27][CH3:28])=[CH:25][CH:26]=3)[N:13]([CH2:14][CH2:15][CH2:16][OH:17])[C:3]=2[C:4]([C:5]([O:7][CH3:8])=[O:6])=[CH:9][CH:10]=1, predict the reactants needed to synthesize it. The reactants are: [NH2:1][C:2]1[C:3]([NH:13][CH2:14][CH2:15][CH2:16][OH:17])=[C:4]([CH:9]=[CH:10][C:11]=1[Cl:12])[C:5]([O:7][CH3:8])=[O:6].[N:18]([C:21]1[C:22]([CH3:29])=[N:23][C:24]([O:27][CH3:28])=[CH:25][CH:26]=1)=[C:19]=S.NC(N)=S. (5) Given the product [F:19][C:16]([F:17])([F:18])[C:15]([C:12]1[CH:13]=[CH:14][C:9]([O:8][C:6]2[CH:5]=[N:4][CH:3]=[C:2]([CH:7]=2)[C:32]#[N:33])=[C:10]([CH2:28][CH2:29][CH3:30])[CH:11]=1)([O:24][CH2:25][O:26][CH3:27])[C:20]([F:21])([F:22])[F:23], predict the reactants needed to synthesize it. The reactants are: Br[C:2]1[CH:3]=[N:4][CH:5]=[C:6]([O:8][C:9]2[CH:14]=[CH:13][C:12]([C:15]([O:24][CH2:25][O:26][CH3:27])([C:20]([F:23])([F:22])[F:21])[C:16]([F:19])([F:18])[F:17])=[CH:11][C:10]=2[CH2:28][CH2:29][CH3:30])[CH:7]=1.O.[CH3:32][N:33](C)C=O. (6) The reactants are: [CH:1]([C:4]1[CH:9]=[CH:8][CH:7]=[C:6]([CH:10]([CH3:12])[CH3:11])[C:5]=1/[N:13]=[C:14](\[C:31]1[CH:36]=[CH:35][CH:34]=[CH:33][CH:32]=1)/[C:15]1[C:16]([O:29][CH3:30])=[C:17]([C:22]2[C:23]([OH:28])=[CH:24][CH:25]=[CH:26][CH:27]=2)[CH:18]=[C:19]([CH3:21])[CH:20]=1)([CH3:3])[CH3:2].[H][H]. Given the product [CH:10]([C:6]1[CH:7]=[CH:8][CH:9]=[C:4]([CH:1]([CH3:2])[CH3:3])[C:5]=1[NH:13][CH:14]([C:31]1[CH:32]=[CH:33][CH:34]=[CH:35][CH:36]=1)[C:15]1[C:16]([O:29][CH3:30])=[C:17]([C:22]2[C:23]([OH:28])=[CH:24][CH:25]=[CH:26][CH:27]=2)[CH:18]=[C:19]([CH3:21])[CH:20]=1)([CH3:11])[CH3:12], predict the reactants needed to synthesize it. (7) Given the product [CH2:1]([NH:8][C:9]([C:11]1[C:20](=[O:21])[N:19]([OH:22])[C:14]2[N:15]=[CH:16][N:17]=[CH:18][C:13]=2[C:12]=1[OH:30])=[O:10])[C:2]1[CH:3]=[CH:4][CH:5]=[CH:6][CH:7]=1, predict the reactants needed to synthesize it. The reactants are: [CH2:1]([NH:8][C:9]([C:11]1[C:20](=[O:21])[N:19]([O:22]CC2C=CC=CC=2)[C:14]2[N:15]=[CH:16][N:17]=[CH:18][C:13]=2[C:12]=1[OH:30])=[O:10])[C:2]1[CH:7]=[CH:6][CH:5]=[CH:4][CH:3]=1.CO.[H][H]. (8) Given the product [NH:1]1[C:9]2[C:4](=[CH:5][CH:6]=[CH:7][CH:8]=2)[C:3]([NH:10][C:19]([N:41]2[CH2:42][CH2:43][N:38]([C:36]3[S:35][N:34]=[C:33]([C:27]4[CH:32]=[CH:31][CH:30]=[CH:29][CH:28]=4)[N:37]=3)[CH2:39][CH2:40]2)=[O:21])=[N:2]1, predict the reactants needed to synthesize it. The reactants are: [NH:1]1[C:9]2[C:4](=[CH:5][CH:6]=[CH:7][CH:8]=2)[C:3]([N:10]([C:19]([O:21]CC(Cl)(Cl)Cl)=O)C(OCC(Cl)(Cl)Cl)=O)=[N:2]1.[C:27]1([C:33]2[N:37]=[C:36]([N:38]3[CH2:43][CH2:42][NH:41][CH2:40][CH2:39]3)[S:35][N:34]=2)[CH:32]=[CH:31][CH:30]=[CH:29][CH:28]=1.C(N(C(C)C)CC)(C)C.O.